Dataset: NCI-60 drug combinations with 297,098 pairs across 59 cell lines. Task: Regression. Given two drug SMILES strings and cell line genomic features, predict the synergy score measuring deviation from expected non-interaction effect. (1) Drug 1: CCCS(=O)(=O)NC1=C(C(=C(C=C1)F)C(=O)C2=CNC3=C2C=C(C=N3)C4=CC=C(C=C4)Cl)F. Drug 2: CC12CCC3C(C1CCC2=O)CC(=C)C4=CC(=O)C=CC34C. Cell line: HT29. Synergy scores: CSS=38.5, Synergy_ZIP=-0.815, Synergy_Bliss=-1.61, Synergy_Loewe=-3.26, Synergy_HSA=0.622. (2) Drug 1: COC1=C(C=C2C(=C1)N=CN=C2NC3=CC(=C(C=C3)F)Cl)OCCCN4CCOCC4. Drug 2: CCCCC(=O)OCC(=O)C1(CC(C2=C(C1)C(=C3C(=C2O)C(=O)C4=C(C3=O)C=CC=C4OC)O)OC5CC(C(C(O5)C)O)NC(=O)C(F)(F)F)O. Cell line: PC-3. Synergy scores: CSS=14.2, Synergy_ZIP=-6.49, Synergy_Bliss=-5.55, Synergy_Loewe=-2.74, Synergy_HSA=-2.89. (3) Drug 1: CC1OCC2C(O1)C(C(C(O2)OC3C4COC(=O)C4C(C5=CC6=C(C=C35)OCO6)C7=CC(=C(C(=C7)OC)O)OC)O)O. Drug 2: C1CNP(=O)(OC1)N(CCCl)CCCl. Cell line: RXF 393. Synergy scores: CSS=21.9, Synergy_ZIP=-4.70, Synergy_Bliss=3.27, Synergy_Loewe=-27.0, Synergy_HSA=0.287. (4) Drug 1: CS(=O)(=O)C1=CC(=C(C=C1)C(=O)NC2=CC(=C(C=C2)Cl)C3=CC=CC=N3)Cl. Drug 2: CNC(=O)C1=CC=CC=C1SC2=CC3=C(C=C2)C(=NN3)C=CC4=CC=CC=N4. Cell line: HS 578T. Synergy scores: CSS=8.28, Synergy_ZIP=4.41, Synergy_Bliss=10.8, Synergy_Loewe=1.36, Synergy_HSA=3.66. (5) Drug 1: CN(C)C1=NC(=NC(=N1)N(C)C)N(C)C. Drug 2: CC12CCC3C(C1CCC2OP(=O)(O)O)CCC4=C3C=CC(=C4)OC(=O)N(CCCl)CCCl.[Na+]. Cell line: OVCAR-8. Synergy scores: CSS=-8.23, Synergy_ZIP=1.30, Synergy_Bliss=-3.56, Synergy_Loewe=-9.63, Synergy_HSA=-8.88. (6) Drug 1: CC12CCC3C(C1CCC2=O)CC(=C)C4=CC(=O)C=CC34C. Drug 2: CCC1(C2=C(COC1=O)C(=O)N3CC4=CC5=C(C=CC(=C5CN(C)C)O)N=C4C3=C2)O.Cl. Cell line: A549. Synergy scores: CSS=32.9, Synergy_ZIP=-0.0530, Synergy_Bliss=2.36, Synergy_Loewe=-4.06, Synergy_HSA=2.94. (7) Synergy scores: CSS=26.9, Synergy_ZIP=2.73, Synergy_Bliss=-1.54, Synergy_Loewe=-2.51, Synergy_HSA=-0.987. Drug 1: C1CCN(CC1)CCOC2=CC=C(C=C2)C(=O)C3=C(SC4=C3C=CC(=C4)O)C5=CC=C(C=C5)O. Cell line: TK-10. Drug 2: C1=C(C(=O)NC(=O)N1)F.